From a dataset of Forward reaction prediction with 1.9M reactions from USPTO patents (1976-2016). Predict the product of the given reaction. (1) Given the reactants Cl.[C:2]([C:4]1[CH:9]=[CH:8][C:7]([C:10]2[CH:11]=[C:12]3[N:25]([CH:26]4[CH2:31][CH2:30][N:29](C(OC(C)(C)C)=O)[CH2:28][CH2:27]4)[N:24]=[CH:23][C:13]3=[N:14][C:15]=2[C:16]2[CH:21]=[CH:20][C:19]([CH3:22])=[CH:18][CH:17]=2)=[CH:6][CH:5]=1)#[N:3], predict the reaction product. The product is: [CH3:22][C:19]1[CH:18]=[CH:17][C:16]([C:15]2[N:14]=[C:13]3[CH:23]=[N:24][N:25]([CH:26]4[CH2:31][CH2:30][NH:29][CH2:28][CH2:27]4)[C:12]3=[CH:11][C:10]=2[C:7]2[CH:6]=[CH:5][C:4]([C:2]#[N:3])=[CH:9][CH:8]=2)=[CH:21][CH:20]=1. (2) Given the reactants [C:1]([O:5][C:6]([N:8]1[CH2:12][CH2:11][CH:10]([C:13]2[CH:14]=[N:15][CH:16]=[CH:17][CH:18]=2)[CH2:9]1)=[O:7])([CH3:4])([CH3:3])[CH3:2], predict the reaction product. The product is: [C:1]([O:5][C:6]([N:8]1[CH2:12][CH2:11][CH:10]([CH:13]2[CH2:18][CH2:17][CH2:16][NH:15][CH2:14]2)[CH2:9]1)=[O:7])([CH3:4])([CH3:2])[CH3:3]. (3) Given the reactants C([O:8][CH2:9][CH2:10][CH2:11][CH2:12][CH2:13][O:14][CH2:15][C:16]([O:18][C:19]([CH3:22])([CH3:21])[CH3:20])=[O:17])C1C=CC=CC=1.[H][H], predict the reaction product. The product is: [OH:8][CH2:9][CH2:10][CH2:11][CH2:12][CH2:13][O:14][CH2:15][C:16]([O:18][C:19]([CH3:22])([CH3:21])[CH3:20])=[O:17].